Dataset: Catalyst prediction with 721,799 reactions and 888 catalyst types from USPTO. Task: Predict which catalyst facilitates the given reaction. Reactant: [Cl:1][C:2]1[CH:3]=[CH:4][C:5]([O:25][CH3:26])=[C:6]([NH:8][C:9](=[O:24])[CH2:10][N:11]2[C:15]3[CH2:16][NH:17][CH2:18][CH2:19][C:14]=3[C:13]([C:20]([F:23])([F:22])[F:21])=[N:12]2)[CH:7]=1.C(N(CC)CC)C.[C:34](Cl)(=[O:36])[CH3:35]. Product: [C:34]([N:17]1[CH2:18][CH2:19][C:14]2[C:13]([C:20]([F:23])([F:22])[F:21])=[N:12][N:11]([CH2:10][C:9]([NH:8][C:6]3[CH:7]=[C:2]([Cl:1])[CH:3]=[CH:4][C:5]=3[O:25][CH3:26])=[O:24])[C:15]=2[CH2:16]1)(=[O:36])[CH3:35]. The catalyst class is: 4.